From a dataset of Reaction yield outcomes from USPTO patents with 853,638 reactions. Predict the reaction yield, written as a fraction of the theoretical maximum amount of product (1.0 means a 100% yield; for example, 0.34 means a 34% yield). (1) The product is [Br:11][C:6]1[CH:7]=[C:8]([Cl:10])[CH:9]=[C:4]([CH2:1][CH2:2][OH:13])[C:5]=1[OH:12]. The reactants are [CH2:1]([C:4]1[CH:9]=[C:8]([Cl:10])[CH:7]=[C:6]([Br:11])[C:5]=1[OH:12])[CH:2]=C.[O:13]=[O+][O-].[BH4-].[Na+]. The catalyst is ClCCl. The yield is 0.420. (2) The reactants are [NH:1]1[CH:5]=[CH:4][C:3]([CH2:6][C:7]#[N:8])=[N:2]1.[Cl:9][C:10]1[CH:21]=[CH:20][CH:19]=[CH:18][C:11]=1[CH:12]=[C:13]([C:16]#[N:17])[C:14]#[N:15].N1CCCCC1. The catalyst is CCO. The product is [NH2:17][C:16]1[N:2]2[N:1]=[CH:5][CH:4]=[C:3]2[C:6]([C:7]#[N:8])=[C:12]([C:11]2[CH:18]=[CH:19][CH:20]=[CH:21][C:10]=2[Cl:9])[C:13]=1[C:14]#[N:15]. The yield is 0.150. (3) The reactants are [OH:1][C:2]1[C:3]2[CH:10]=[C:9]([CH2:11][CH2:12][NH:13][C:14](=[O:16])[CH3:15])[S:8][C:4]=2[N:5]=[CH:6][N:7]=1.C=O.[C:19](O)(C(F)(F)F)=O. The catalyst is ClCCCl. The product is [OH:1][C:2]1[N:7]=[CH:6][N:5]=[C:4]2[C:3]=1[C:10]1[CH2:19][N:13]([C:14](=[O:16])[CH3:15])[CH2:12][CH2:11][C:9]=1[S:8]2. The yield is 0.630. (4) The reactants are [CH3:1][C:2]1([CH3:22])[C:10]2=[CH:11][C:12]3[NH:13][C:14]4[C:19]([C:20]=3[CH:21]=[C:9]2[C:8]2[C:3]1=[CH:4][CH:5]=[CH:6][CH:7]=2)=[CH:18][CH:17]=[CH:16][CH:15]=4.Br[C:24]1[CH:41]=[CH:40][C:39]2[C:38]3[C:33](=[CH:34][CH:35]=[CH:36][CH:37]=3)[C:32]3[C:27](=[CH:28][CH:29]=[CH:30][CH:31]=3)[C:26]=2[CH:25]=1.CC(C)([O-])C.[Na+]. The product is [CH3:1][C:2]1([CH3:22])[C:10]2=[CH:11][C:12]3[N:13]([C:35]4[CH:36]=[CH:37][C:38]5[C:39]6[C:26](=[CH:25][CH:24]=[CH:41][CH:40]=6)[C:27]6[C:32](=[CH:31][CH:30]=[CH:29][CH:28]=6)[C:33]=5[CH:34]=4)[C:14]4[C:19]([C:20]=3[CH:21]=[C:9]2[C:8]2[C:3]1=[CH:4][CH:5]=[CH:6][CH:7]=2)=[CH:18][CH:17]=[CH:16][CH:15]=4. The catalyst is C1(C)C(C)=CC=CC=1.C([O-])(=O)C.[Pd+2].C([O-])(=O)C.C(P(C(C)(C)C)C(C)(C)C)(C)(C)C. The yield is 0.800. (5) The catalyst is O1CCOCC1.O. The reactants are [C:1]1([S:7]([O:10][C:11]2[C:20]([Br:21])=[C:19]3[C:14]([CH:15]=[CH:16][C:17]([CH:22]([OH:26])[CH2:23][CH:24]=C)=[N:18]3)=[CH:13][CH:12]=2)(=[O:9])=[O:8])[CH:6]=[CH:5][CH:4]=[CH:3][CH:2]=1.N1C(C)=CC=CC=1C.[OH2:35].C(Cl)Cl. The yield is 0.750. The product is [C:1]1([S:7]([O:10][C:11]2[C:20]([Br:21])=[C:19]3[C:14]([CH:15]=[CH:16][C:17]([CH:22]([OH:26])[CH2:23][CH:24]=[O:35])=[N:18]3)=[CH:13][CH:12]=2)(=[O:8])=[O:9])[CH:2]=[CH:3][CH:4]=[CH:5][CH:6]=1. (6) The reactants are C([O:3][C:4](=O)/[CH:5]=[C:6](/[O:30][C:31]1[CH:36]=[CH:35][CH:34]=[CH:33][C:32]=1[Br:37])\[CH2:7][NH:8][CH:9]([C:17](=[O:29])[NH:18][C:19]1[CH:23]=[CH:22][N:21]([CH2:24][C:25]([OH:28])([CH3:27])[CH3:26])[N:20]=1)[CH2:10][CH:11]1[CH2:16][CH2:15][O:14][CH2:13][CH2:12]1)C. The catalyst is O1CCCC1. The product is [Br:37][C:32]1[CH:33]=[CH:34][CH:35]=[CH:36][C:31]=1[O:30][C:6]1[CH2:7][N:8]([CH:9]([CH2:10][CH:11]2[CH2:16][CH2:15][O:14][CH2:13][CH2:12]2)[C:17]([NH:18][C:19]2[CH:23]=[CH:22][N:21]([CH2:24][C:25]([OH:28])([CH3:26])[CH3:27])[N:20]=2)=[O:29])[C:4](=[O:3])[CH:5]=1. The yield is 0.350. (7) The reactants are [O:1]1[CH2:6][CH2:5][CH2:4][CH2:3][CH:2]1[O:7][CH2:8][CH2:9][S:10][C:11]1[CH:16]=[CH:15][CH:14]=[CH:13][C:12]=1[C:17]1[N:21]2[CH:22]=[C:23]([O:26][C@@H:27]3[C:36]4[C:31](=[CH:32][CH:33]=[CH:34][CH:35]=4)[C@@H:30]([NH2:37])[CH2:29][CH2:28]3)[CH:24]=[CH:25][C:20]2=[N:19][N:18]=1.CCN(C(C)C)C(C)C.[C:47]([C:51]1[CH:55]=[C:54]([NH:56][C:57](=O)[O:58]CC(Cl)(Cl)Cl)[N:53]([C:65]2[CH:70]=[CH:69][C:68]([CH3:71])=[CH:67][CH:66]=2)[N:52]=1)([CH3:50])([CH3:49])[CH3:48]. The catalyst is O1CCOCC1. The product is [C:47]([C:51]1[CH:55]=[C:54]([NH:56][C:57]([NH:37][C@@H:30]2[C:31]3[C:36](=[CH:35][CH:34]=[CH:33][CH:32]=3)[C@@H:27]([O:26][C:23]3[CH:24]=[CH:25][C:20]4[N:21]([C:17]([C:12]5[CH:13]=[CH:14][CH:15]=[CH:16][C:11]=5[S:10][CH2:9][CH2:8][O:7][CH:2]5[CH2:3][CH2:4][CH2:5][CH2:6][O:1]5)=[N:18][N:19]=4)[CH:22]=3)[CH2:28][CH2:29]2)=[O:58])[N:53]([C:65]2[CH:70]=[CH:69][C:68]([CH3:71])=[CH:67][CH:66]=2)[N:52]=1)([CH3:50])([CH3:48])[CH3:49]. The yield is 0.450.